Dataset: Forward reaction prediction with 1.9M reactions from USPTO patents (1976-2016). Task: Predict the product of the given reaction. (1) Given the reactants [Cl-:1].[C:2]([C:5]1[S:6][C:7]([C:27]2[CH:32]=[CH:31][CH:30]=[CH:29][CH:28]=2)=[CH:8][C:9]=1[N:10]([C:18]([CH:20]1[CH2:25][CH2:24][CH:23]([CH3:26])[CH2:22][CH2:21]1)=[O:19])[CH:11]1[CH2:16][CH2:15][NH+:14]([CH3:17])[CH2:13][CH2:12]1)(O)=[O:3].[C@@H:33]1([N:41]2[CH:48]=[CH:47][C:45]([NH2:46])=[N:44][C:42]2=[O:43])[O:40][C@H:37]([CH2:38][OH:39])[C@@H:35]([OH:36])[CH2:34]1.CN(C(ON1N=NC2C=CC=NC1=2)=[N+](C)C)C.F[P-](F)(F)(F)(F)F.C(N(C(C)C)CC)(C)C.C([O-])(O)=O.[Na+], predict the reaction product. The product is: [Cl-:1].[OH:36][CH:35]1[CH:37]([CH2:38][OH:39])[O:40][CH:33]([N:41]2[CH:48]=[CH:47][C:45]([NH:46][C:2]([C:5]3[S:6][C:7]([C:27]4[CH:28]=[CH:29][CH:30]=[CH:31][CH:32]=4)=[CH:8][C:9]=3[N:10]([C:18]([CH:20]3[CH2:21][CH2:22][CH:23]([CH3:26])[CH2:24][CH2:25]3)=[O:19])[CH:11]3[CH2:16][CH2:15][NH+:14]([CH3:17])[CH2:13][CH2:12]3)=[O:3])=[N:44][C:42]2=[O:43])[CH2:34]1. (2) Given the reactants Br[C:2]1[CH:11]=[C:10]([Br:12])[C:9]2[C:4](=[CH:5][CH:6]=[CH:7][CH:8]=2)[N:3]=1.[CH3:13][NH:14][CH3:15], predict the reaction product. The product is: [Br:12][C:10]1[C:9]2[C:4](=[CH:5][CH:6]=[CH:7][CH:8]=2)[N:3]=[C:2]([N:14]([CH3:15])[CH3:13])[CH:11]=1. (3) The product is: [Br:1][C:2]1[CH:7]=[CH:6][C:5]([C:8]2[NH:30][C:11]([C@@H:13]3[CH2:17][CH2:16][CH2:15][N:14]3[C:18]([O:20][C:21]([CH3:24])([CH3:23])[CH3:22])=[O:19])=[N:10][CH:9]=2)=[CH:4][CH:3]=1. Given the reactants [Br:1][C:2]1[CH:7]=[CH:6][C:5]([C:8](=O)[CH2:9][NH:10][C:11]([C@@H:13]2[CH2:17][CH2:16][CH2:15][N:14]2[C:18]([O:20][C:21]([CH3:24])([CH3:23])[CH3:22])=[O:19])=O)=[CH:4][CH:3]=1.C([O-])(=O)C.[NH4+:30].C(O)(=O)C.O, predict the reaction product.